Dataset: Reaction yield outcomes from USPTO patents with 853,638 reactions. Task: Predict the reaction yield, written as a fraction of the theoretical maximum amount of product (1.0 means a 100% yield; for example, 0.34 means a 34% yield). (1) The yield is 0.700. The reactants are Br[CH2:2][C:3]([C:5]1[CH:10]=[CH:9][C:8]([CH2:11][C@H:12]([NH:16][C:17](=[O:30])[C:18]2[CH:23]=[CH:22][C:21]([O:24][CH:25]([CH3:27])[CH3:26])=[C:20]([C:28]#[N:29])[CH:19]=2)[CH2:13][CH2:14][OH:15])=[CH:7][CH:6]=1)=O.[NH2:31][C:32]1[C:37]([CH3:38])=[CH:36][CH:35]=[CH:34][N:33]=1.C([O-])(O)=O.[Na+]. The product is [C:28]([C:20]1[CH:19]=[C:18]([CH:23]=[CH:22][C:21]=1[O:24][CH:25]([CH3:27])[CH3:26])[C:17]([NH:16][C@@H:12]([CH2:11][C:8]1[CH:7]=[CH:6][C:5]([C:3]2[N:31]=[C:32]3[C:37]([CH3:38])=[CH:36][CH:35]=[CH:34][N:33]3[CH:2]=2)=[CH:10][CH:9]=1)[CH2:13][CH2:14][OH:15])=[O:30])#[N:29]. The catalyst is CC(O)C. (2) The reactants are C(#N)C.I(O)(=O)(=O)=[O:5].[CH3:9][O:10][C:11]([C:13]1[S:14][CH:15]=[C:16]([CH2:18][CH2:19][CH2:20][CH2:21][OH:22])[CH:17]=1)=[O:12]. The catalyst is CCOC(C)=O.C1C=C[NH+]=CC=1.[O-][Cr](Cl)(=O)=O. The product is [CH3:9][O:10][C:11]([C:13]1[S:14][CH:15]=[C:16]([CH2:18][CH2:19][CH2:20][C:21]([OH:5])=[O:22])[CH:17]=1)=[O:12]. The yield is 0.790.